Dataset: Full USPTO retrosynthesis dataset with 1.9M reactions from patents (1976-2016). Task: Predict the reactants needed to synthesize the given product. (1) Given the product [CH:1]([C:4]1[C:8]2[CH:9]=[CH:10][C:11]([C:13]([F:16])([F:15])[F:14])=[CH:12][C:7]=2[S:6][C:5]=1[CH:17]=[CH:20][C:19]([C:22]1[CH:27]=[CH:26][C:25]([CH:28]=[CH:29][C:30]([O:32][CH3:33])=[O:31])=[C:24]([CH3:34])[CH:23]=1)=[O:21])([CH3:2])[CH3:3], predict the reactants needed to synthesize it. The reactants are: [CH:1]([C:4]1[C:8]2[CH:9]=[CH:10][C:11]([C:13]([F:16])([F:15])[F:14])=[CH:12][C:7]=2[S:6][C:5]=1[CH:17]=O)([CH3:3])[CH3:2].[C:19]([C:22]1[CH:27]=[CH:26][C:25]([CH:28]=[CH:29][C:30]([O:32][CH3:33])=[O:31])=[C:24]([CH3:34])[CH:23]=1)(=[O:21])[CH3:20]. (2) Given the product [ClH:20].[F:18][C:15]([F:16])([F:17])[CH2:14][N:10]1[CH2:11][CH2:12][CH2:13][CH:8]([NH2:7])[CH2:9]1, predict the reactants needed to synthesize it. The reactants are: C(OC(=O)[NH:7][CH:8]1[CH2:13][CH2:12][CH2:11][N:10]([CH2:14][C:15]([F:18])([F:17])[F:16])[CH2:9]1)(C)(C)C.[ClH:20]. (3) Given the product [Cl:28][C:25]1[CH:26]=[CH:27][C:22]([N:20]2[CH:21]=[C:17]([C:15]([NH:14][C@H:10]3[CH2:11][CH2:12][CH2:13][C@@H:9]3[OH:8])=[O:16])[N:18]=[C:19]2[C:29]2[CH:34]=[CH:33][C:32]([Cl:35])=[CH:31][C:30]=2[Cl:36])=[CH:23][CH:24]=1, predict the reactants needed to synthesize it. The reactants are: C([O:8][C@H:9]1[CH2:13][CH2:12][CH2:11][C@@H:10]1[NH:14][C:15]([C:17]1[N:18]=[C:19]([C:29]2[CH:34]=[CH:33][C:32]([Cl:35])=[CH:31][C:30]=2[Cl:36])[N:20]([C:22]2[CH:27]=[CH:26][C:25]([Cl:28])=[CH:24][CH:23]=2)[CH:21]=1)=[O:16])C1C=CC=CC=1.[Si](I)(C)(C)C.O. (4) Given the product [F:1][C:2]1[CH:3]=[C:4]2[C:20](=[CH:21][CH:22]=1)[C:8]([C:9]1[CH:14]=[CH:13][C:12]([C:15]([F:18])([F:17])[F:16])=[CH:11][CH:10]=1)=[N:7][CH2:6][CH2:5]2, predict the reactants needed to synthesize it. The reactants are: [F:1][C:2]1[CH:3]=[C:4]([CH:20]=[CH:21][CH:22]=1)[CH2:5][CH2:6][NH:7][C:8](=O)[C:9]1[CH:14]=[CH:13][C:12]([C:15]([F:18])([F:17])[F:16])=[CH:11][CH:10]=1.O=P12OP3(OP(OP(O3)(O1)=O)(=O)O2)=O.[OH-].[K+].C(OCC)C. (5) Given the product [C:1]1([CH3:32])[CH:2]=[CH:3][C:4]([S:7]([NH:10][C:11]2[CH:12]=[C:13]([C:17]3[O:21][C:20]([C:22]4[CH:23]=[CH:24][C:25]([C:26]([OH:28])=[O:27])=[CH:30][CH:31]=4)=[N:19][N:18]=3)[CH:14]=[CH:15][CH:16]=2)(=[O:8])=[O:9])=[CH:5][CH:6]=1, predict the reactants needed to synthesize it. The reactants are: [C:1]1([CH3:32])[CH:6]=[CH:5][C:4]([S:7]([NH:10][C:11]2[CH:12]=[C:13]([C:17]3[O:21][C:20]([C:22]4[CH:31]=[CH:30][C:25]([C:26]([O:28]C)=[O:27])=[CH:24][CH:23]=4)=[N:19][N:18]=3)[CH:14]=[CH:15][CH:16]=2)(=[O:9])=[O:8])=[CH:3][CH:2]=1.[OH-].[Na+]. (6) Given the product [CH:19]([N:18]1[C:14]([C:8]2[S:7][C:6]3[C:5]4[CH:22]=[CH:23][C:2]([C:31]5[CH:32]=[C:27]([CH:28]=[CH:29][CH:30]=5)[C:24]([OH:26])=[O:25])=[CH:3][C:4]=4[O:13][CH2:12][CH2:11][C:10]=3[CH:9]=2)=[N:15][CH:16]=[N:17]1)([CH3:21])[CH3:20], predict the reactants needed to synthesize it. The reactants are: Br[C:2]1[CH:23]=[CH:22][C:5]2[C:6]3[S:7][C:8]([C:14]4[N:18]([CH:19]([CH3:21])[CH3:20])[N:17]=[CH:16][N:15]=4)=[CH:9][C:10]=3[CH2:11][CH2:12][O:13][C:4]=2[CH:3]=1.[C:24]([C:27]1[CH:28]=[C:29](B(O)O)[CH:30]=[CH:31][CH:32]=1)([OH:26])=[O:25].